This data is from Catalyst prediction with 721,799 reactions and 888 catalyst types from USPTO. The task is: Predict which catalyst facilitates the given reaction. Reactant: [BH4-].[Na+].Br[CH2:4][C:5]([C:7]1[CH:11]=[CH:10][S:9][C:8]=1[S:12]([NH2:15])(=[O:14])=[O:13])=[O:6].[OH-].[Na+].Cl. Product: [OH:6][CH:5]1[C:7]2[CH:11]=[CH:10][S:9][C:8]=2[S:12](=[O:14])(=[O:13])[NH:15][CH2:4]1. The catalyst class is: 7.